Dataset: Plasma protein binding rate (PPBR) regression data from AstraZeneca. Task: Regression/Classification. Given a drug SMILES string, predict its absorption, distribution, metabolism, or excretion properties. Task type varies by dataset: regression for continuous measurements (e.g., permeability, clearance, half-life) or binary classification for categorical outcomes (e.g., BBB penetration, CYP inhibition). For this dataset (ppbr_az), we predict Y. (1) The drug is O=c1cc(N2CCOCC2)nc(NCc2ccccc2)[nH]1. The Y is 73.4 %. (2) The compound is Cc1ccc(CNC(=O)CCS(=O)(=O)c2ccc(Br)cc2)cc1. The Y is 98.7 %. (3) The compound is COc1ccccc1CCNCc1ccc(CCNC[C@H](O)c2ccc(O)c3[nH]c(=O)sc23)cc1. The Y is 95.5 %. (4) The molecule is COc1cc2nc(Nc3ccc([C@@H](C)NC(C)=O)cc3)ncc2cc1-c1ccncc1. The Y is 97.4 %. (5) The Y is 91.3 %. The molecule is O=C(NCC12CC3CC(CC(C3)C1)C2)c1cc(CN2CCNCC2)ccc1Cl. (6) The drug is COCCOc1cc2ncc(C(N)=O)c(Nc3cccc(Cl)c3F)c2cc1N1CCN(C)CC1. The Y is 60.8 %.